Dataset: Reaction yield outcomes from USPTO patents with 853,638 reactions. Task: Predict the reaction yield, written as a fraction of the theoretical maximum amount of product (1.0 means a 100% yield; for example, 0.34 means a 34% yield). (1) The reactants are C1(P(C2CCCCC2)C2C=CC=CC=2C2C=CC=CC=2)CCCCC1.[CH2:26]([O:28][C:29]1[CH:30]=[C:31](/[CH:43]=[C:44](\[CH2:50][CH3:51])/[C:45]([O:47][CH2:48][CH3:49])=[O:46])[CH:32]=[CH:33][C:34]=1OS(C(F)(F)F)(=O)=O)[CH3:27].[CH3:52][NH:53][C:54]1[CH:59]=[CH:58][CH:57]=[C:56](B2OC(C)(C)C(C)(C)O2)[CH:55]=1.P([O-])([O-])([O-])=O.[K+].[K+].[K+]. The catalyst is CN(C)C=O.[Cl-].[NH4+].C([O-])(=O)C.[Pd+2].C([O-])(=O)C. The product is [CH2:26]([O:28][C:29]1[CH:30]=[C:31](/[CH:43]=[C:44](\[CH2:50][CH3:51])/[C:45]([O:47][CH2:48][CH3:49])=[O:46])[CH:32]=[CH:33][C:34]=1[C:56]1[CH:57]=[CH:58][CH:59]=[C:54]([NH:53][CH3:52])[CH:55]=1)[CH3:27]. The yield is 0.150. (2) The reactants are [NH2:1][C:2]1[CH:3]=[C:4]([CH:16]=[CH:17][CH:18]=1)[O:5][C:6]1[CH:11]=[CH:10][N:9]=[C:8]2[NH:12][C:13](=[O:15])[NH:14][C:7]=12.[F:19][C:20]([F:32])([F:31])[O:21][C:22]1[CH:23]=[C:24]([CH:28]=[CH:29][CH:30]=1)[C:25](Cl)=[O:26]. No catalyst specified. The product is [O:15]=[C:13]1[NH:12][C:8]2=[N:9][CH:10]=[CH:11][C:6]([O:5][C:4]3[CH:3]=[C:2]([NH:1][C:25](=[O:26])[C:24]4[CH:28]=[CH:29][CH:30]=[C:22]([O:21][C:20]([F:19])([F:31])[F:32])[CH:23]=4)[CH:18]=[CH:17][CH:16]=3)=[C:7]2[NH:14]1. The yield is 0.640. (3) The reactants are [CH:1]([NH:4][S:5]([C:8]1[CH:13]=[CH:12][CH:11]=[CH:10][C:9]=1[N+:14]([O-:16])=[O:15])(=[O:7])=[O:6])([CH3:3])[CH3:2].[H-].[Na+].Br[CH2:20][CH2:21][CH2:22][N:23]1[C:27](=[O:28])[C:26]2=[CH:29][CH:30]=[CH:31][CH:32]=[C:25]2[C:24]1=[O:33]. The catalyst is CN1CCCC1=O.C(OCC)(=O)C. The product is [O:33]=[C:24]1[C:25]2[C:26](=[CH:29][CH:30]=[CH:31][CH:32]=2)[C:27](=[O:28])[N:23]1[CH2:22][CH2:21][CH2:20][N:4]([CH:1]([CH3:3])[CH3:2])[S:5]([C:8]1[CH:13]=[CH:12][CH:11]=[CH:10][C:9]=1[N+:14]([O-:16])=[O:15])(=[O:7])=[O:6]. The yield is 0.730. (4) The reactants are [C:1]([C:3]1[CH:8]=[CH:7][C:6]([CH3:9])=[C:5](N)[CH:4]=1)#[N:2].Cl.N([O-])=[O:13].[Na+].C1(C)C=CC=CC=1. The catalyst is O. The product is [C:1]([C:3]1[CH:8]=[CH:7][C:6]([CH3:9])=[C:5]([OH:13])[CH:4]=1)#[N:2]. The yield is 0.690. (5) The reactants are C[O:2][C:3]([C:5]1[S:6][CH:7]=[CH:8][C:9]=1[NH:10][CH:11]=O)=O.C([O-])=O.[NH4+].C([NH2:19])=O. No catalyst specified. The product is [N:10]1[C:9]2[CH:8]=[CH:7][S:6][C:5]=2[C:3](=[O:2])[NH:19][CH:11]=1. The yield is 0.720.